This data is from TCR-epitope binding with 47,182 pairs between 192 epitopes and 23,139 TCRs. The task is: Binary Classification. Given a T-cell receptor sequence (or CDR3 region) and an epitope sequence, predict whether binding occurs between them. The epitope is FTYASALWEI. The TCR CDR3 sequence is CASSPTGGMDNEQFF. Result: 0 (the TCR does not bind to the epitope).